This data is from Forward reaction prediction with 1.9M reactions from USPTO patents (1976-2016). The task is: Predict the product of the given reaction. (1) The product is: [F:12][C:10]1[CH:9]=[N:8][CH:7]=[C:6]([CH:5]2[CH2:4][CH2:3][CH2:2][NH:1]2)[CH:11]=1. Given the reactants [N:1]1[CH2:2][CH2:3][CH2:4][C:5]=1[C:6]1[CH:7]=[N:8][CH:9]=[C:10]([F:12])[CH:11]=1.[BH4-].[Na+], predict the reaction product. (2) Given the reactants COC1C=CC(P2(SP(C3C=CC(OC)=CC=3)(=S)S2)=[S:10])=CC=1.[Cl:23][C:24]1[CH:25]=[C:26]([N:30]2[CH2:35][CH2:34][N:33]([C:36]([C:38]3[N:39]([C:44]4[CH:49]=[CH:48][CH:47]=[CH:46][CH:45]=4)[N:40]=[C:41]([CH3:43])[CH:42]=3)=O)[CH2:32][CH2:31]2)[CH:27]=[CH:28][CH:29]=1.C(OCC)(=O)C, predict the reaction product. The product is: [Cl:23][C:24]1[CH:25]=[C:26]([N:30]2[CH2:35][CH2:34][N:33]([C:36]([C:38]3[N:39]([C:44]4[CH:49]=[CH:48][CH:47]=[CH:46][CH:45]=4)[N:40]=[C:41]([CH3:43])[CH:42]=3)=[S:10])[CH2:32][CH2:31]2)[CH:27]=[CH:28][CH:29]=1. (3) Given the reactants F[C@@H:2]1C[N:5]([C:7](OC(C)(C)C)=O)[C@H:4]([C:14](=[O:24])[NH:15][C@@H:16]2[C@@H:23]3[C@@H:19]([CH2:20][NH:21][CH2:22]3)[CH2:18][CH2:17]2)[CH2:3]1.Br[C:26]1[CH:31]=[CH:30][CH:29]=[C:28]([C:32]([F:35])([F:34])[F:33])[N:27]=1.Br[C:37]1C=C(C(F)(F)F)C=CN=1, predict the reaction product. The product is: [CH3:7][NH:5][C@H:4]([C:14]([NH:15][C@@H:16]1[C@@H:23]2[C@@H:19]([CH2:20][N:21]([C:26]3[CH:31]=[CH:30][CH:29]=[C:28]([C:32]([F:35])([F:34])[F:33])[N:27]=3)[CH2:22]2)[CH2:18][CH2:17]1)=[O:24])[CH:3]([CH3:2])[CH3:37]. (4) Given the reactants [Si:1]([O:18][CH2:19][C@@H:20]1[CH2:25][CH2:24][CH2:23][CH:22](OC)[N:21]1[C:28]([O:30][C:31]([CH3:34])([CH3:33])[CH3:32])=[O:29])([C:14]([CH3:17])([CH3:16])[CH3:15])([C:8]1[CH:13]=[CH:12][CH:11]=[CH:10][CH:9]=1)[C:2]1[CH:7]=[CH:6][CH:5]=[CH:4][CH:3]=1.[Cl-].[NH4+], predict the reaction product. The product is: [Si:1]([O:18][CH2:19][C@@H:20]1[CH2:25][CH2:24][CH:23]=[CH:22][N:21]1[C:28]([O:30][C:31]([CH3:34])([CH3:33])[CH3:32])=[O:29])([C:14]([CH3:16])([CH3:17])[CH3:15])([C:8]1[CH:13]=[CH:12][CH:11]=[CH:10][CH:9]=1)[C:2]1[CH:7]=[CH:6][CH:5]=[CH:4][CH:3]=1. (5) Given the reactants [Li]CCCC.[Cl:6][C:7]1[N:8]=[C:9]([CH2:21][O:22][Si:23]([C:26]([CH3:29])([CH3:28])[CH3:27])([CH3:25])[CH3:24])[N:10]([CH2:13][O:14][CH2:15][CH2:16][Si:17]([CH3:20])([CH3:19])[CH3:18])[C:11]=1Cl.CN([CH:33]=[O:34])C, predict the reaction product. The product is: [Cl:6][C:7]1[N:8]=[C:9]([CH2:21][O:22][Si:23]([C:26]([CH3:29])([CH3:28])[CH3:27])([CH3:25])[CH3:24])[N:10]([CH2:13][O:14][CH2:15][CH2:16][Si:17]([CH3:20])([CH3:19])[CH3:18])[C:11]=1[CH:33]=[O:34]. (6) Given the reactants [Br:1][C:2]1[C:3]([NH2:18])=[N:4][C:5]([N:9]2[C:17]3[C:12](=[CH:13][CH:14]=[CH:15][CH:16]=3)[CH:11]=[N:10]2)=[N:6][C:7]=1Cl.[CH:19]1([CH2:22][NH2:23])[CH2:21][CH2:20]1.O, predict the reaction product. The product is: [Br:1][C:2]1[C:7]([NH:23][CH2:22][CH:19]2[CH2:21][CH2:20]2)=[N:6][C:5]([N:9]2[C:17]3[C:12](=[CH:13][CH:14]=[CH:15][CH:16]=3)[CH:11]=[N:10]2)=[N:4][C:3]=1[NH2:18].